Predict the product of the given reaction. From a dataset of Forward reaction prediction with 1.9M reactions from USPTO patents (1976-2016). (1) Given the reactants Cl[C:2]1[C:3]2[CH2:31][N:30]([C:32]3[N:36]([CH3:37])[N:35]=[C:34]([CH:38]([CH3:40])[CH3:39])[C:33]=3[Cl:41])[CH2:29][CH2:28][C:4]=2[N:5]=[C:6]([C:8]2[CH:16]=[CH:15][CH:14]=[C:13]3[C:9]=2[C:10]([CH3:27])=[CH:11][N:12]3[S:17]([C:20]2[CH:26]=[CH:25][C:23]([CH3:24])=[CH:22][CH:21]=2)(=[O:19])=[O:18])[N:7]=1.C(N(C(C)C)CC)(C)C.Cl.[CH3:52][C:53]1([CH3:59])[CH2:58][CH2:57][CH2:56][NH:55][CH2:54]1, predict the reaction product. The product is: [Cl:41][C:33]1[C:34]([CH:38]([CH3:40])[CH3:39])=[N:35][N:36]([CH3:37])[C:32]=1[N:30]1[CH2:29][CH2:28][C:4]2[N:5]=[C:6]([C:8]3[CH:16]=[CH:15][CH:14]=[C:13]4[C:9]=3[C:10]([CH3:27])=[CH:11][N:12]4[S:17]([C:20]3[CH:21]=[CH:22][C:23]([CH3:24])=[CH:25][CH:26]=3)(=[O:18])=[O:19])[N:7]=[C:2]([N:55]3[CH2:56][CH2:57][CH2:58][C:53]([CH3:59])([CH3:52])[CH2:54]3)[C:3]=2[CH2:31]1. (2) The product is: [CH2:23]([O:30][C:31]1[CH:36]=[CH:35][C:34]([C:2]2[CH:7]=[CH:6][C:5](/[CH:8]=[CH:9]/[C:10]3[NH:11][CH:12]=[C:13]([C:15]4[CH:20]=[CH:19][C:18]([Cl:21])=[CH:17][C:16]=4[Cl:22])[N:14]=3)=[CH:4][CH:3]=2)=[CH:33][C:32]=1[F:40])[C:24]1[CH:25]=[CH:26][CH:27]=[CH:28][CH:29]=1. Given the reactants Br[C:2]1[CH:7]=[CH:6][C:5](/[CH:8]=[CH:9]/[C:10]2[NH:11][CH:12]=[C:13]([C:15]3[CH:20]=[CH:19][C:18]([Cl:21])=[CH:17][C:16]=3[Cl:22])[N:14]=2)=[CH:4][CH:3]=1.[CH2:23]([O:30][C:31]1[CH:36]=[CH:35][C:34](B(O)O)=[CH:33][C:32]=1[F:40])[C:24]1[CH:29]=[CH:28][CH:27]=[CH:26][CH:25]=1, predict the reaction product. (3) Given the reactants [CH2:1]([O:3][C:4](=[O:12])[CH2:5][C:6]1[CH:11]=[CH:10][N:9]=[CH:8][CH:7]=1)[CH3:2], predict the reaction product. The product is: [CH2:1]([O:3][C:4](=[O:12])[CH2:5][CH:6]1[CH2:11][CH2:10][NH:9][CH2:8][CH2:7]1)[CH3:2]. (4) The product is: [F:8][C:9]1[C:14]([F:15])=[CH:13][CH:12]=[CH:11][C:10]=1[CH:16]1[CH2:26][CH2:25][CH:24]([OH:27])[C:19]2=[N:20][CH:21]=[CH:22][CH:23]=[C:18]2[CH:17]1[F:38]. Given the reactants F.N1C=CC=CC=1.[F:8][C:9]1[C:14]([F:15])=[CH:13][CH:12]=[CH:11][C:10]=1[CH:16]1[CH2:26][CH2:25][CH:24]([O:27][Si](C(C)C)(C(C)C)C(C)C)[C:19]2=[N:20][CH:21]=[CH:22][CH:23]=[C:18]2[CH:17]1[F:38], predict the reaction product. (5) Given the reactants [CH2:1]([N:5]1[C:9](Cl)=[C:8]([Cl:11])[N:7]=[C:6]1[C:12]1[C:20]([CH3:21])=[CH:19][CH:18]=[C:17]2[C:13]=1[CH:14]=[N:15][NH:16]2)[CH2:2][CH2:3][CH3:4].[H-].[Na+].[Li]C(C)(C)C.CN([CH:32]=[O:33])C, predict the reaction product. The product is: [CH2:1]([N:5]1[C:9]([CH:32]=[O:33])=[C:8]([Cl:11])[N:7]=[C:6]1[C:12]1[C:20]([CH3:21])=[CH:19][CH:18]=[C:17]2[C:13]=1[CH:14]=[N:15][NH:16]2)[CH2:2][CH2:3][CH3:4]. (6) Given the reactants C(O)(C(F)(F)F)=O.[F:8][C:9]1[N:14]=[CH:13][C:12]([CH2:15][N:16]2[CH2:21][CH2:20][N:19](C(OC(C)(C)C)=O)[CH2:18][CH2:17]2)=[CH:11][C:10]=1[C:29]1[N:34]=[C:33]([CH3:35])[N:32]=[C:31]([S:36][CH3:37])[N:30]=1.C(Cl)Cl.C(N(CC)CC)C.[CH3:48][S:49](Cl)(=[O:51])=[O:50], predict the reaction product. The product is: [F:8][C:9]1[C:10]([C:29]2[N:34]=[C:33]([CH3:35])[N:32]=[C:31]([S:36][CH3:37])[N:30]=2)=[CH:11][C:12]([CH2:15][N:16]2[CH2:21][CH2:20][N:19]([S:49]([CH3:48])(=[O:51])=[O:50])[CH2:18][CH2:17]2)=[CH:13][N:14]=1. (7) The product is: [CH3:14][C:15]1([CH3:35])[C:28]2[C:27]3[CH:26]=[CH:25][CH:24]=[CH:23][C:22]=3[NH:21][C:20]=2[C:19]([C:29]([O:31][CH:32]([CH3:33])[CH3:34])=[O:30])=[CH:18][N:17]([C:2]([O:4][C:5]2[CH:10]=[CH:9][C:8]([N+:11]([O-:13])=[O:12])=[CH:7][CH:6]=2)=[O:3])[CH2:16]1. Given the reactants Cl[C:2]([O:4][C:5]1[CH:10]=[CH:9][C:8]([N+:11]([O-:13])=[O:12])=[CH:7][CH:6]=1)=[O:3].[CH3:14][C:15]1([CH3:35])[C:28]2[C:27]3[CH:26]=[CH:25][CH:24]=[CH:23][C:22]=3[NH:21][C:20]=2[C:19]([C:29]([O:31][CH:32]([CH3:34])[CH3:33])=[O:30])=[CH:18][NH:17][CH2:16]1.C(N(C(C)C)CC)(C)C, predict the reaction product.